From a dataset of Reaction yield outcomes from USPTO patents with 853,638 reactions. Predict the reaction yield, written as a fraction of the theoretical maximum amount of product (1.0 means a 100% yield; for example, 0.34 means a 34% yield). (1) The reactants are [CH3:1][O:2][C:3]([C:5]1[CH:10]=[C:9]([O:11][C:12]2[CH:17]=[CH:16][CH:15]=[C:14]([NH2:18])[CH:13]=2)[CH:8]=[CH:7][N:6]=1)=[O:4].[C:19]([N:26]1[CH:30]=[CH:29]N=C1)(N1C=CN=C1)=[O:20].[CH3:31][N:32]1[C:40]2[C:35](=[CH:36]C(N)=C[CH:39]=2)[CH:34]=[N:33]1. The catalyst is C(Cl)Cl. The product is [CH3:31][N:32]1[C:40]2[C:35](=[CH:36][C:30]([NH:26][C:19]([NH:18][C:14]3[CH:13]=[C:12]([CH:17]=[CH:16][CH:15]=3)[O:11][C:9]3[CH:8]=[CH:7][N:6]=[C:5]([C:3]([O:2][CH3:1])=[O:4])[CH:10]=3)=[O:20])=[CH:29][CH:39]=2)[CH:34]=[N:33]1. The yield is 0.380. (2) The reactants are [NH2:1][C:2]1[N:7]=[C:6]([NH:8][C:9]2[CH:14]=[CH:13][C:12]([C:15](=O)[CH3:16])=[CH:11][CH:10]=2)[CH:5]=[C:4]([C:18]2[CH:23]=[C:22]([Cl:24])[CH:21]=[CH:20][C:19]=2[Cl:25])[N:3]=1.Cl.[NH2:27][OH:28].[OH-].[Na+]. The catalyst is C(O)C. The product is [NH2:1][C:2]1[N:7]=[C:6]([NH:8][C:9]2[CH:14]=[CH:13][C:12]([C:15](=[N:27][OH:28])[CH3:16])=[CH:11][CH:10]=2)[CH:5]=[C:4]([C:18]2[CH:23]=[C:22]([Cl:24])[CH:21]=[CH:20][C:19]=2[Cl:25])[N:3]=1. The yield is 0.100. (3) The reactants are CN(C)CC(O)=O.C([O-])(=O)C.[Na+].Br[C:14]1[CH:15]=[C:16]([CH:21]=[CH:22][C:23]=1[O:24][CH3:25])[C:17]([O:19][CH3:20])=[O:18].[CH:26]([N:29]([CH:34]([CH3:36])[CH3:35])[C:30](=[O:33])[CH:31]=[CH2:32])([CH3:28])[CH3:27].Cl. The catalyst is ClCCl.CN1CCCC1=O. The product is [CH:34]([N:29]([CH:26]([CH3:28])[CH3:27])[C:30](=[O:33])/[CH:31]=[CH:32]/[C:14]1[CH:15]=[C:16]([C:17]([O:19][CH3:20])=[O:18])[CH:21]=[CH:22][C:23]=1[O:24][CH3:25])([CH3:36])[CH3:35]. The yield is 0.690. (4) The reactants are [CH2:1]([O:3][C:4](=[O:24])[C:5](=O)[CH2:6][C:7]([C:9]1[CH:14]=[CH:13][C:12]([O:15][CH2:16][C:17]2[CH:22]=[CH:21][CH:20]=[CH:19][CH:18]=2)=[CH:11][N:10]=1)=O)[CH3:2].[NH:25]([C:27]1[CH:28]=[CH:29][C:30]([O:33][CH3:34])=[N:31][CH:32]=1)[NH2:26].C(O)(=O)C.C(=O)([O-])O.[Na+]. The catalyst is C(O)C.C(OCC)(=O)C. The product is [CH2:1]([O:3][C:4]([C:5]1[CH:6]=[C:7]([C:9]2[CH:14]=[CH:13][C:12]([O:15][CH2:16][C:17]3[CH:22]=[CH:21][CH:20]=[CH:19][CH:18]=3)=[CH:11][N:10]=2)[N:25]([C:27]2[CH:32]=[N:31][C:30]([O:33][CH3:34])=[CH:29][CH:28]=2)[N:26]=1)=[O:24])[CH3:2]. The yield is 0.830. (5) The reactants are [F-:1].[K+].Cl[C:4]1[CH:9]=[CH:8][C:7]([S:10]([CH:13]([C:22]2[CH:27]=[CH:26][N:25]=[CH:24][C:23]=2[Cl:28])[C:14]2[CH:19]=[C:18]([F:20])[CH:17]=[CH:16][C:15]=2[F:21])(=[O:12])=[O:11])=[CH:6][N:5]=1.ClCCl.C(OCC)(=O)C. The catalyst is [Br-].C1([P+](C2C=CC=CC=2)(C2C=CC=CC=2)C2C=CC=CC=2)C=CC=CC=1.C(#N)C. The product is [Cl:28][C:23]1[CH:24]=[N:25][CH:26]=[CH:27][C:22]=1[CH:13]([C:14]1[CH:19]=[C:18]([F:20])[CH:17]=[CH:16][C:15]=1[F:21])[S:10]([C:7]1[CH:8]=[CH:9][C:4]([F:1])=[N:5][CH:6]=1)(=[O:12])=[O:11]. The yield is 0.0700. (6) The reactants are [H-].[Na+].[C:3]([O:7][C:8](=[O:16])[N:9]([CH2:13][CH2:14]Cl)[CH2:10][CH2:11]Cl)([CH3:6])([CH3:5])[CH3:4].[Cl:17][C:18]1[CH:26]=[CH:25][C:21]([CH2:22][C:23]#[N:24])=[CH:20][CH:19]=1. The catalyst is CN(C)C=O. The product is [C:3]([O:7][C:8]([N:9]1[CH2:13][CH2:14][C:22]([C:21]2[CH:25]=[CH:26][C:18]([Cl:17])=[CH:19][CH:20]=2)([C:23]#[N:24])[CH2:11][CH2:10]1)=[O:16])([CH3:6])([CH3:5])[CH3:4]. The yield is 0.700.